Dataset: Forward reaction prediction with 1.9M reactions from USPTO patents (1976-2016). Task: Predict the product of the given reaction. (1) The product is: [BrH:24].[C:4]([C:3]1[C:2](=[NH:1])[N:10]([CH2:23][C:15]2[CH:14]=[C:13]([Cl:12])[CH:22]=[CH:21][C:16]=2[C:17]([O:19][CH3:20])=[O:18])[CH:9]=[C:8]([Cl:11])[CH:7]=1)(=[O:5])[NH2:6]. Given the reactants [NH2:1][C:2]1[N:10]=[CH:9][C:8]([Cl:11])=[CH:7][C:3]=1[C:4]([NH2:6])=[O:5].[Cl:12][C:13]1[CH:22]=[CH:21][C:16]([C:17]([O:19][CH3:20])=[O:18])=[C:15]([CH2:23][Br:24])[CH:14]=1.C(OCC)(=O)C, predict the reaction product. (2) Given the reactants CC(C)([O-])C.[K+].[N+:7]([CH3:10])([O-:9])=[O:8].N1([C:20](=[O:33])[CH2:21][O:22][C:23]2[CH:28]=[CH:27][C:26]([O:29][CH3:30])=[C:25]([O:31][CH3:32])[CH:24]=2)C2C=CC=CC=2N=N1.O, predict the reaction product. The product is: [CH3:32][O:31][C:25]1[CH:24]=[C:23]([CH:28]=[CH:27][C:26]=1[O:29][CH3:30])[O:22][CH2:21][C:20](=[O:33])[CH2:10][N+:7]([O-:9])=[O:8]. (3) Given the reactants CS(O[CH:6]1[CH2:11][CH2:10][CH:9]([O:12][Si:13]([C:16]([CH3:19])([CH3:18])[CH3:17])([CH3:15])[CH3:14])[CH:8]([F:20])[CH2:7]1)(=O)=O.[N-:21]=[N+:22]=[N-:23].[Na+], predict the reaction product. The product is: [N:21]([CH:6]1[CH2:11][CH2:10][CH:9]([O:12][Si:13]([C:16]([CH3:19])([CH3:18])[CH3:17])([CH3:15])[CH3:14])[CH:8]([F:20])[CH2:7]1)=[N+:22]=[N-:23]. (4) Given the reactants [C:1]([C:3]1[CH:4]=[N:5][N:6]2[C:11]([C:12]([F:15])([F:14])[F:13])=[CH:10][C:9]([C:16]3[CH:21]=[CH:20][CH:19]=[C:18]([C:22]([F:25])([F:24])[F:23])[CH:17]=3)=[N:8][C:7]=12)#[CH:2].Br[C:27]1[C:28]([F:38])=[CH:29][C:30]([F:37])=[C:31]([S:33]([NH2:36])(=[O:35])=[O:34])[CH:32]=1, predict the reaction product. The product is: [F:37][C:30]1[CH:29]=[C:28]([F:38])[C:27]([C:2]#[C:1][C:3]2[CH:4]=[N:5][N:6]3[C:11]([C:12]([F:14])([F:13])[F:15])=[CH:10][C:9]([C:16]4[CH:21]=[CH:20][CH:19]=[C:18]([C:22]([F:25])([F:24])[F:23])[CH:17]=4)=[N:8][C:7]=23)=[CH:32][C:31]=1[S:33]([NH2:36])(=[O:34])=[O:35]. (5) The product is: [C:1]([C:3]1[CH:8]=[CH:7][C:6]([CH:9]2[C:18]3[C:13](=[CH:14][C:15]([CH3:22])=[N:16][C:17]=3[O:19][CH2:20][CH3:21])[NH:12][C:11]([CH3:23])=[C:10]2[C:24]([NH2:37])=[O:26])=[C:5]([O:27][CH3:28])[CH:4]=1)#[N:2]. Given the reactants [C:1]([C:3]1[CH:8]=[CH:7][C:6]([CH:9]2[C:18]3[C:13](=[CH:14][C:15]([CH3:22])=[N:16][C:17]=3[O:19][CH2:20][CH3:21])[NH:12][C:11]([CH3:23])=[C:10]2[C:24]([OH:26])=O)=[C:5]([O:27][CH3:28])[CH:4]=1)#[N:2].C(OCC)(=O)C.C(N1C=CN=C1)([N:37]1C=CN=C1)=O.N, predict the reaction product. (6) Given the reactants [CH2:1]([O:8][N:9]1[C:15](=[O:16])[N:14]2[CH2:17][CH:10]1[CH2:11][CH2:12][CH:13]2[C:18]([O:20][C:21]([CH3:24])([CH3:23])[CH3:22])=[O:19])[C:2]1[CH:7]=[CH:6][CH:5]=[CH:4][CH:3]=1, predict the reaction product. The product is: [CH2:1]([O:8][N:9]1[C:15](=[O:16])[N:14]2[CH2:17][C@@H:10]1[CH2:11][CH2:12][C@@H:13]2[C:18]([O:20][C:21]([CH3:24])([CH3:23])[CH3:22])=[O:19])[C:2]1[CH:3]=[CH:4][CH:5]=[CH:6][CH:7]=1. (7) Given the reactants [Cl:1][C:2]1[C:11]2[C:10]([CH3:13])([CH3:12])[CH2:9][CH:8]=[C:7]([CH:14]([CH3:16])[CH3:15])[C:6]=2[CH:5]=[C:4]([CH:17]([OH:20])[CH2:18][CH3:19])[C:3]=1[O:21][CH2:22][CH3:23].C[N+]1([O-])CCOCC1.C(#N)C, predict the reaction product. The product is: [Cl:1][C:2]1[C:11]2[C:10]([CH3:13])([CH3:12])[CH2:9][CH:8]=[C:7]([CH:14]([CH3:16])[CH3:15])[C:6]=2[CH:5]=[C:4]([C:17](=[O:20])[CH2:18][CH3:19])[C:3]=1[O:21][CH2:22][CH3:23]. (8) Given the reactants [C:1]([O:5][C:6]([NH:8][C@:9]12[CH2:45][CH2:44][C@@H:43]([C:46]3([CH3:49])[CH2:48][O:47]3)[C@@H:10]1[C@@H:11]1[C@@:24]([CH3:27])([CH2:25][CH2:26]2)[C@@:23]2([CH3:28])[C@@H:14]([C@:15]3([CH3:42])[C@@H:20]([CH2:21][CH2:22]2)[C:19]([CH3:30])([CH3:29])[C:18]([C:31]2[CH:40]=[CH:39][C:34]([C:35]([O:37][CH3:38])=[O:36])=[C:33]([F:41])[CH:32]=2)=[CH:17][CH2:16]3)[CH2:13][CH2:12]1)=[O:7])([CH3:4])([CH3:3])[CH3:2].Cl, predict the reaction product. The product is: [C:1]([O:5][C:6]([NH:8][C@:9]12[CH2:45][CH2:44][C@@H:43]([C:46]([CH2:48][OH:47])=[CH2:49])[C@@H:10]1[C@@H:11]1[C@@:24]([CH3:27])([CH2:25][CH2:26]2)[C@@:23]2([CH3:28])[C@@H:14]([C@:15]3([CH3:42])[C@@H:20]([CH2:21][CH2:22]2)[C:19]([CH3:30])([CH3:29])[C:18]([C:31]2[CH:40]=[CH:39][C:34]([C:35]([O:37][CH3:38])=[O:36])=[C:33]([F:41])[CH:32]=2)=[CH:17][CH2:16]3)[CH2:13][CH2:12]1)=[O:7])([CH3:2])([CH3:3])[CH3:4]. (9) Given the reactants F[C:2]1[CH:3]=C(C=C(F)[CH:27]=1)C[C@@H]([C@@H](C1COCCN1C(OC(C)(C)C)=O)O)C(O)=O.[Si](O[C@H]([C@H]1C[C@@H](OCCC)CN1C(OC(C)(C)C)=O)[C@@H:38]([NH:48][C:49](=[O:61])[C:50]1[CH:55]=[C:54](C)[CH:53]=[C:52]([C:57]([O:59]C)=[O:58])[CH:51]=1)[CH2:39][C:40]1C=C(F)C=C(F)C=1)(C(C)(C)C)(C)C.BrC1C=C(C=C(C(OC)=O)C=1)C(N[C@@H](CC1C=C(F)C=C(F)C=1)[C@@H]([C@H]1C[C@@H](OCCC)CN1C(OC(C)(C)C)=O)O[Si](C(C)(C)C)(C)C)=O.C(=O)([O-])[O-].[K+].[K+].CB1OB(C)OB(C)O1, predict the reaction product. The product is: [CH2:27]([N:48]([CH2:38][CH2:39][CH3:40])[C:49]([C:50]1[CH:51]=[C:52]([CH:53]=[CH:54][CH:55]=1)[C:57]([OH:59])=[O:58])=[O:61])[CH2:2][CH3:3]. (10) The product is: [Cl:34][C:31]1[CH:30]=[CH:29][C:28]([C:9]2[CH:10]=[C:11]3[C@H:17]([NH:18][C:19](=[O:25])[O:20][C:21]([CH3:23])([CH3:22])[CH3:24])[CH2:16][C:15]([CH3:26])([CH3:27])[O:14][C:12]3=[N:13][C:8]=2[C:5]2[CH:6]=[CH:7][C:2]([C:49]3[CH:50]=[N:51][NH:52][CH:53]=3)=[CH:3][C:4]=2[Cl:35])=[CH:33][CH:32]=1. Given the reactants Br[C:2]1[CH:7]=[CH:6][C:5]([C:8]2[N:13]=[C:12]3[O:14][C:15]([CH3:27])([CH3:26])[CH2:16][CH:17]([NH:18][C:19](=[O:25])[O:20][C:21]([CH3:24])([CH3:23])[CH3:22])[C:11]3=[CH:10][C:9]=2[C:28]2[CH:33]=[CH:32][C:31]([Cl:34])=[CH:30][CH:29]=2)=[C:4]([Cl:35])[CH:3]=1.CN(C=O)C.CC1(C)C(C)(C)OB([C:49]2[CH:50]=[N:51][N:52](C(OC(C)(C)C)=O)[CH:53]=2)O1.C([O-])([O-])=O.[Na+].[Na+], predict the reaction product.